From a dataset of Ames mutagenicity test results for genotoxicity prediction. Regression/Classification. Given a drug SMILES string, predict its toxicity properties. Task type varies by dataset: regression for continuous values (e.g., LD50, hERG inhibition percentage) or binary classification for toxic/non-toxic outcomes (e.g., AMES mutagenicity, cardiotoxicity, hepatotoxicity). Dataset: ames. The compound is CCCCCCCCOP(=O)(OCCCCCCCC)OCCCCCCCC. The result is 0 (non-mutagenic).